Predict the reaction yield, written as a fraction of the theoretical maximum amount of product (1.0 means a 100% yield; for example, 0.34 means a 34% yield). From a dataset of Reaction yield outcomes from USPTO patents with 853,638 reactions. (1) The reactants are [NH:1]1[C:9]2[C:4](=[CH:5][CH:6]=[CH:7][CH:8]=2)[C:3](/[CH:10]=[CH:11]/[C:12]2[CH:17]=[CH:16][CH:15]=[CH:14][C:13]=2[NH:18][C:19](=[O:30])[C:20]2[CH:25]=[CH:24][C:23]([N+:26]([O-])=O)=[C:22]([CH3:29])[CH:21]=2)=[N:2]1.Cl.[Sn](Cl)Cl.[OH-].[Na+]. The catalyst is C(O)(=O)C. The product is [NH2:26][C:23]1[CH:24]=[CH:25][C:20]([C:19]([NH:18][C:13]2[CH:14]=[CH:15][CH:16]=[CH:17][C:12]=2/[CH:11]=[CH:10]/[C:3]2[C:4]3[C:9](=[CH:8][CH:7]=[CH:6][CH:5]=3)[NH:1][N:2]=2)=[O:30])=[CH:21][C:22]=1[CH3:29]. The yield is 0.500. (2) The reactants are [Br:1][C:2]1[CH:7]=[CH:6][C:5](I)=[CH:4][CH:3]=1.[CH3:9][NH:10][CH2:11][CH3:12].C1C=C2C=CC(O)=C(C3C4C(=CC=CC=4)C=CC=3O)C2=CC=1.P([O-])([O-])([O-])=O.[K+].[K+].[K+]. The catalyst is [Cu]Br.CN(C)C=O. The product is [CH2:11]([N:10]([CH3:9])[C:5]1[CH:6]=[CH:7][C:2]([Br:1])=[CH:3][CH:4]=1)[CH3:12]. The yield is 0.690.